Task: Regression. Given a peptide amino acid sequence and an MHC pseudo amino acid sequence, predict their binding affinity value. This is MHC class I binding data.. Dataset: Peptide-MHC class I binding affinity with 185,985 pairs from IEDB/IMGT (1) The peptide sequence is LEDRDRSEL. The MHC is HLA-B40:02 with pseudo-sequence HLA-B40:02. The binding affinity (normalized) is 0.227. (2) The peptide sequence is HAETESATL. The MHC is HLA-A01:01 with pseudo-sequence HLA-A01:01. The binding affinity (normalized) is 0.0847. (3) The peptide sequence is IRQAGVQYSR. The MHC is HLA-A02:01 with pseudo-sequence HLA-A02:01. The binding affinity (normalized) is 0. (4) The peptide sequence is RQEKGKSLLF. The MHC is HLA-B15:01 with pseudo-sequence HLA-B15:01. The binding affinity (normalized) is 0.654. (5) The peptide sequence is CSEFIRIIR. The MHC is HLA-A31:01 with pseudo-sequence HLA-A31:01. The binding affinity (normalized) is 0.555. (6) The peptide sequence is YVIKVIARV. The MHC is HLA-A26:01 with pseudo-sequence HLA-A26:01. The binding affinity (normalized) is 0.658. (7) The peptide sequence is STQQNKLVI. The MHC is HLA-A33:01 with pseudo-sequence HLA-A33:01. The binding affinity (normalized) is 0.00658.